Dataset: Forward reaction prediction with 1.9M reactions from USPTO patents (1976-2016). Task: Predict the product of the given reaction. (1) Given the reactants [CH2:1]([C:3]1[C:7]2[C:8]([O:12][C:13]3[N:18]=[CH:17][C:16]([NH2:19])=[CH:15][CH:14]=3)=[CH:9][CH:10]=[CH:11][C:6]=2[O:5][N:4]=1)[CH3:2].[CH3:20][C:21]([O:24][C:25]([NH:27][C@H:28]([CH2:32][CH3:33])[C:29](O)=[O:30])=[O:26])([CH3:23])[CH3:22].CCN(C(C)C)C(C)C.CN(C(ON1N=NC2C=CC=NC1=2)=[N+](C)C)C.F[P-](F)(F)(F)(F)F, predict the reaction product. The product is: [CH2:1]([C:3]1[C:7]2[C:8]([O:12][C:13]3[N:18]=[CH:17][C:16]([NH:19][C:29]([C@H:28]([NH:27][C:25](=[O:26])[O:24][C:21]([CH3:23])([CH3:22])[CH3:20])[CH2:32][CH3:33])=[O:30])=[CH:15][CH:14]=3)=[CH:9][CH:10]=[CH:11][C:6]=2[O:5][N:4]=1)[CH3:2]. (2) Given the reactants [Cl:1][C:2]1[N:7]=[CH:6][C:5]([NH:8][C:9](=[O:15])[O:10][C:11]([CH3:14])([CH3:13])[CH3:12])=[C:4](I)[CH:3]=1.[C:17]([CH:19]1[CH2:22][CH2:21][CH2:20]1)#[CH:18], predict the reaction product. The product is: [Cl:1][C:2]1[N:7]=[CH:6][C:5]([NH:8][C:9](=[O:15])[O:10][C:11]([CH3:14])([CH3:13])[CH3:12])=[C:4]([C:18]#[C:17][CH:19]2[CH2:22][CH2:21][CH2:20]2)[CH:3]=1.